Task: Predict the reactants needed to synthesize the given product.. Dataset: Full USPTO retrosynthesis dataset with 1.9M reactions from patents (1976-2016) Given the product [CH3:1][O:2][C:3]1[CH:4]=[C:5]([C:25]([NH2:28])=[O:26])[C:6]2[CH2:7][CH:8]([C:17]3[CH:22]=[CH:21][C:20]([O:23][CH3:24])=[CH:19][CH:18]=3)[CH:9]3[CH:14]([C:15]=2[CH:16]=1)[CH2:13][CH2:12][CH2:11][CH2:10]3, predict the reactants needed to synthesize it. The reactants are: [CH3:1][O:2][C:3]1[CH:4]=[C:5]([C:25](Cl)=[O:26])[C:6]2[CH2:7][CH:8]([C:17]3[CH:22]=[CH:21][C:20]([O:23][CH3:24])=[CH:19][CH:18]=3)[CH:9]3[CH:14]([C:15]=2[CH:16]=1)[CH2:13][CH2:12][CH2:11][CH2:10]3.[NH4+:28].[OH-].C(OCC)C.